This data is from Forward reaction prediction with 1.9M reactions from USPTO patents (1976-2016). The task is: Predict the product of the given reaction. Given the reactants [F:1][CH:2]([F:5])[CH2:3][OH:4].[H-].[Na+].[N:8]1[CH:9]=[C:10]([C:17]([NH:19][C:20]2[CH:21]=[C:22]([C:27]3[N:31]=[C:30]([CH2:32][NH:33][C:34](=O)[O:35]C4C=CC([N+]([O-])=O)=CC=4)[O:29][N:28]=3)[CH:23]=[CH:24][C:25]=2[CH3:26])=[O:18])[N:11]2[CH:16]=[CH:15][CH:14]=[CH:13][C:12]=12, predict the reaction product. The product is: [N:8]1[CH:9]=[C:10]([C:17]([NH:19][C:20]2[CH:21]=[C:22]([C:27]3[N:31]=[C:30]([CH2:32][NH:33][C:34](=[O:35])[O:4][CH2:3][CH:2]([F:5])[F:1])[O:29][N:28]=3)[CH:23]=[CH:24][C:25]=2[CH3:26])=[O:18])[N:11]2[CH:16]=[CH:15][CH:14]=[CH:13][C:12]=12.